Dataset: Reaction yield outcomes from USPTO patents with 853,638 reactions. Task: Predict the reaction yield, written as a fraction of the theoretical maximum amount of product (1.0 means a 100% yield; for example, 0.34 means a 34% yield). (1) The reactants are [CH3:1][O:2][C:3]([C:5]1([C:8]2[CH:13]=[CH:12][C:11]([OH:14])=[C:10]([NH2:15])[CH:9]=2)[CH2:7][CH2:6]1)=[O:4].Cl[C:17](Cl)([O:19]C(=O)OC(Cl)(Cl)Cl)Cl.O. The catalyst is C1COCC1. The product is [CH3:1][O:2][C:3]([C:5]1([C:8]2[CH:13]=[CH:12][C:11]3[O:14][C:17](=[O:19])[NH:15][C:10]=3[CH:9]=2)[CH2:7][CH2:6]1)=[O:4]. The yield is 0.910. (2) The reactants are [CH2:1]=[C:2]1[C@@H:15]2[O:16][C:12]3[C:13]4[C@:14]52[CH2:17][CH2:18][N:19]([CH2:20][CH:21]2[CH2:23][CH2:22]2)[C@H:6]([CH2:7][C:8]=4[CH:9]=[CH:10][C:11]=3[OH:24])[C@:5]5([OH:25])[CH2:4][CH2:3]1.[ClH:26]. The catalyst is O. The product is [CH2:1]=[C:2]1[C@@H:15]2[O:16][C:12]3=[C:11]([OH:24])[CH:10]=[CH:9][C:8]4=[C:13]3[C@:14]32[CH2:17][CH2:18][N:19]([CH2:20][CH:21]2[CH2:22][CH2:23]2)[C@H:6]([CH2:7]4)[C@:5]3([OH:25])[CH2:4][CH2:3]1.[OH2:16].[OH2:16].[ClH:26]. The yield is 0.730. (3) The reactants are [OH:1][C:2]1[CH:11]=[CH:10][C:5]([C:6]([NH:8][NH2:9])=[O:7])=[CH:4][CH:3]=1.[CH3:12][C:13]1[CH:17]=[C:16]([CH3:18])[NH:15][C:14]=1[CH:19]=O. The catalyst is C(O)(=O)C.CCO. The product is [CH3:12][C:13]1[CH:17]=[C:16]([CH3:18])[NH:15][C:14]=1[CH:19]=[N:9][NH:8][C:6](=[O:7])[C:5]1[CH:10]=[CH:11][C:2]([OH:1])=[CH:3][CH:4]=1. The yield is 0.860.